This data is from Forward reaction prediction with 1.9M reactions from USPTO patents (1976-2016). The task is: Predict the product of the given reaction. (1) Given the reactants [F:1][C:2]1[CH:3]=[CH:4][C:5]([OH:10])=[C:6]([CH:9]=1)[CH:7]=O.[C:11](#[N:14])[CH:12]=[CH2:13].C1N2CCN(CC2)C1, predict the reaction product. The product is: [F:1][C:2]1[CH:9]=[C:6]2[C:5](=[CH:4][CH:3]=1)[O:10][CH2:13][C:12]([C:11]#[N:14])=[CH:7]2. (2) Given the reactants [N:1]([CH2:4][CH2:5][CH2:6][C:7]1([C:32]2[CH:37]=[CH:36][CH:35]=[CH:34][CH:33]=2)[N:11]([C:12](=[O:23])[CH:13]([NH:15]C(=O)OC(C)(C)C)[CH3:14])[N:10]=[C:9]([C:24]2[CH:29]=[C:28]([F:30])[CH:27]=[CH:26][C:25]=2[F:31])[S:8]1)=[N+:2]=[N-:3].Cl, predict the reaction product. The product is: [NH2:15][CH:13]([CH3:14])[C:12]([N:11]1[N:10]=[C:9]([C:24]2[CH:29]=[C:28]([F:30])[CH:27]=[CH:26][C:25]=2[F:31])[S:8][C:7]1([CH2:6][CH2:5][CH2:4][N:1]=[N+:2]=[N-:3])[C:32]1[CH:37]=[CH:36][CH:35]=[CH:34][CH:33]=1)=[O:23]. (3) Given the reactants [N:1]1[C:6]2[NH:7][CH:8]=[CH:9][C:5]=2[C:4](=O)[NH:3][CH:2]=1.P(Cl)(Cl)([Cl:13])=O, predict the reaction product. The product is: [Cl:13][C:4]1[C:5]2[CH:9]=[CH:8][NH:7][C:6]=2[N:1]=[CH:2][N:3]=1. (4) Given the reactants [H-].[H-].[H-].[H-].[Li+].[Al+3].[F:7][C:8]1[CH:13]=[CH:12][CH:11]=[CH:10][C:9]=1[C:14]1([C:18]#[N:19])[CH2:17][CH2:16][CH2:15]1.[C@H](O)(C([O-])=O)[C@@H](O)C([O-])=O.[Na+].[K+], predict the reaction product. The product is: [F:7][C:8]1[CH:13]=[CH:12][CH:11]=[CH:10][C:9]=1[C:14]1([CH2:18][NH2:19])[CH2:17][CH2:16][CH2:15]1. (5) Given the reactants [C:1]1([C@H:7]([NH:25][C:26]([O:28][C@@H:29]2[CH:34]3[CH2:35][CH2:36][N:31]([CH2:32][CH2:33]3)[CH2:30]2)=[O:27])[C:8]2[CH:9]=[C:10]([CH:22]=[CH:23][CH:24]=2)[O:11][CH2:12][C:13]2[CH:21]=[CH:20][C:16]([C:17](O)=[O:18])=[CH:15][CH:14]=2)[CH:6]=[CH:5][CH:4]=[CH:3][CH:2]=1.C(N(C(C)C)CC)(C)C.CN(C(ON1N=NC2C=CC=NC1=2)=[N+](C)C)C.F[P-](F)(F)(F)(F)F.Cl.[NH:71]1[CH2:76][CH2:75][CH:74]([C:77]([O:79][CH2:80][CH2:81][CH2:82][CH:83]2[O:87][CH2:86][CH2:85][O:84]2)=[O:78])[CH2:73][CH2:72]1, predict the reaction product. The product is: [C:1]1([C@H:7]([NH:25][C:26]([O:28][C@@H:29]2[CH:34]3[CH2:35][CH2:36][N:31]([CH2:32][CH2:33]3)[CH2:30]2)=[O:27])[C:8]2[CH:9]=[C:10]([CH:22]=[CH:23][CH:24]=2)[O:11][CH2:12][C:13]2[CH:14]=[CH:15][C:16]([C:17]([N:71]3[CH2:76][CH2:75][CH:74]([C:77]([O:79][CH2:80][CH2:81][CH2:82][CH:83]4[O:84][CH2:85][CH2:86][O:87]4)=[O:78])[CH2:73][CH2:72]3)=[O:18])=[CH:20][CH:21]=2)[CH:6]=[CH:5][CH:4]=[CH:3][CH:2]=1.